From a dataset of Catalyst prediction with 721,799 reactions and 888 catalyst types from USPTO. Predict which catalyst facilitates the given reaction. (1) Reactant: C([N:8]1[CH2:13][CH2:12][C:11]([C:29]2[CH:34]=[CH:33][C:32]([F:35])=[CH:31][CH:30]=2)([CH2:14][NH:15][CH2:16][C:17]2[C:26]3[C:21](=[CH:22][CH:23]=[CH:24][CH:25]=3)[CH:20]=[C:19]([C:27]#[N:28])[CH:18]=2)[CH2:10][CH2:9]1)(OC(C)(C)C)=O.C[O-].[Na+].C=O.[BH4-].[Na+].[C:43]([O-])(O)=O.[Na+]. Product: [F:35][C:32]1[CH:33]=[CH:34][C:29]([C:11]2([CH2:14][N:15]([CH3:43])[CH2:16][C:17]3[C:26]4[C:21](=[CH:22][CH:23]=[CH:24][CH:25]=4)[CH:20]=[C:19]([C:27]#[N:28])[CH:18]=3)[CH2:12][CH2:13][NH:8][CH2:9][CH2:10]2)=[CH:30][CH:31]=1. The catalyst class is: 191. (2) Reactant: [CH3:1][C:2]([O:5][C:6]([NH:8][C:9]([CH3:14])([C:11]([OH:13])=O)[CH3:10])=[O:7])([CH3:4])[CH3:3].C(N(C(C)C)C(C)C)C.F[B-](F)(F)F.N1(OC(N(C)C)=[N+](C)C)C2C=CC=CC=2N=N1.[CH2:46]([C:48]1[CH:53]=[CH:52][CH:51]=[CH:50][C:49]=1[O:54][C:55]1[N:60]=[CH:59][C:58]([NH2:61])=[CH:57][CH:56]=1)[CH3:47]. Product: [CH2:46]([C:48]1[CH:53]=[CH:52][CH:51]=[CH:50][C:49]=1[O:54][C:55]1[N:60]=[CH:59][C:58]([NH:61][C:11](=[O:13])[C:9]([NH:8][C:6](=[O:7])[O:5][C:2]([CH3:1])([CH3:3])[CH3:4])([CH3:10])[CH3:14])=[CH:57][CH:56]=1)[CH3:47]. The catalyst class is: 9. (3) Reactant: [Br:1][C:2]1[CH:3]=[CH:4][C:5]([C:8]([CH3:12])([CH3:11])[CH:9]=[O:10])=[N:6][CH:7]=1.C[Si](C)(C)[C:15]([F:18])([F:17])[F:16].CCCC[N+](CCCC)(CCCC)CCCC.[F-]. Product: [Br:1][C:2]1[CH:3]=[CH:4][C:5]([C:8]([CH3:12])([CH3:11])[CH:9]([OH:10])[C:15]([F:18])([F:17])[F:16])=[N:6][CH:7]=1. The catalyst class is: 20. (4) Reactant: [CH2:1]([O:3][C:4]([C:6]1[S:10][C:9]([C:11]2[CH:16]=[CH:15][C:14]([OH:17])=[C:13]([CH:18]=[O:19])[CH:12]=2)=[N:8][C:7]=1[CH3:20])=[O:5])[CH3:2].C(=O)([O-])[O-].[K+].[K+].[I-].[K+].[CH2:29](Br)[CH:30]([CH3:32])[CH3:31]. Product: [CH2:1]([O:3][C:4]([C:6]1[S:10][C:9]([C:11]2[CH:16]=[CH:15][C:14]([O:17][CH2:29][CH:30]([CH3:32])[CH3:31])=[C:13]([CH:18]=[O:19])[CH:12]=2)=[N:8][C:7]=1[CH3:20])=[O:5])[CH3:2]. The catalyst class is: 9.